From a dataset of Reaction yield outcomes from USPTO patents with 853,638 reactions. Predict the reaction yield, written as a fraction of the theoretical maximum amount of product (1.0 means a 100% yield; for example, 0.34 means a 34% yield). (1) The product is [CH3:13][O:12][C:11]1[CH:10]=[CH:9][C:8]([NH:14][C:15]([C:17]2[CH:22]=[CH:21][C:20]([C:23]3[CH:28]=[CH:27][CH:26]=[CH:25][CH:24]=3)=[CH:19][CH:18]=2)=[O:16])=[CH:7][C:6]=1[NH:5][C:3](=[O:4])[CH2:2][N:29]1[CH2:34][CH2:33][O:32][CH2:31][CH2:30]1. The yield is 0.990. The catalyst is CN(C=O)C. The reactants are Cl[CH2:2][C:3]([NH:5][C:6]1[CH:7]=[C:8]([NH:14][C:15]([C:17]2[CH:22]=[CH:21][C:20]([C:23]3[CH:28]=[CH:27][CH:26]=[CH:25][CH:24]=3)=[CH:19][CH:18]=2)=[O:16])[CH:9]=[CH:10][C:11]=1[O:12][CH3:13])=[O:4].[NH:29]1[CH2:34][CH2:33][O:32][CH2:31][CH2:30]1.C(N(CC)CC)C.[I-].[K+]. (2) The reactants are [F:1][C:2]1[CH:7]=[C:6]([C:8]([F:11])([F:10])[F:9])[CH:5]=[CH:4][C:3]=1[CH:12]1[CH2:17][C:16](=[O:18])[NH:15][C:14]([CH3:19])=[C:13]1[C:20]([OH:22])=O.[NH2:23][C:24]1[CH:25]=[C:26]2[C:30](=[C:31]([Cl:33])[CH:32]=1)[NH:29][N:28]=[CH:27]2.C(Cl)CCl.CCN(CC)CC. The catalyst is CN(C=O)C.CCOC(C)=O.Cl. The product is [Cl:33][C:31]1[CH:32]=[C:24]([NH:23][C:20]([C:13]2[CH:12]([C:3]3[CH:4]=[CH:5][C:6]([C:8]([F:11])([F:10])[F:9])=[CH:7][C:2]=3[F:1])[CH2:17][C:16](=[O:18])[NH:15][C:14]=2[CH3:19])=[O:22])[CH:25]=[C:26]2[C:30]=1[NH:29][N:28]=[CH:27]2. The yield is 0.200.